Dataset: Reaction yield outcomes from USPTO patents with 853,638 reactions. Task: Predict the reaction yield, written as a fraction of the theoretical maximum amount of product (1.0 means a 100% yield; for example, 0.34 means a 34% yield). (1) The reactants are [N+:1]([C:4]1[CH:9]=[CH:8][C:7]([C:10]2[CH:15]=[CH:14][C:13]([O:16][CH:17]3[CH:22]4[CH2:23][CH2:24][N:19]([CH2:20][CH2:21]4)[CH2:18]3)=[CH:12][CH:11]=2)=[CH:6][CH:5]=1)([O-])=O. The catalyst is CO.[Pd]. The product is [N:19]12[CH2:20][CH2:21][CH:22]([CH2:23][CH2:24]1)[CH:17]([O:16][C:13]1[CH:12]=[CH:11][C:10]([C:7]3[CH:8]=[CH:9][C:4]([NH2:1])=[CH:5][CH:6]=3)=[CH:15][CH:14]=1)[CH2:18]2. The yield is 0.740. (2) The reactants are C([Li])CCC.[Br:6][C:7]1[CH:12]=[CH:11][CH:10]=[C:9]([Br:13])[C:8]=1I.[Br:15][C:16]1[CH:21]=[CH:20][CH:19]=[CH:18][C:17]=1Br. The catalyst is O1CCCC1. The product is [Br:6][C:7]1[CH:12]=[CH:11][CH:10]=[C:9]([Br:13])[C:8]=1[C:17]1[CH:18]=[CH:19][CH:20]=[CH:21][C:16]=1[Br:15]. The yield is 0.430.